This data is from NCI-60 drug combinations with 297,098 pairs across 59 cell lines. The task is: Regression. Given two drug SMILES strings and cell line genomic features, predict the synergy score measuring deviation from expected non-interaction effect. (1) Drug 1: CC1C(C(CC(O1)OC2CC(CC3=C2C(=C4C(=C3O)C(=O)C5=C(C4=O)C(=CC=C5)OC)O)(C(=O)CO)O)N)O.Cl. Drug 2: N.N.Cl[Pt+2]Cl. Cell line: DU-145. Synergy scores: CSS=41.3, Synergy_ZIP=-0.991, Synergy_Bliss=-0.277, Synergy_Loewe=-15.1, Synergy_HSA=0.259. (2) Drug 1: CN1CCC(CC1)COC2=C(C=C3C(=C2)N=CN=C3NC4=C(C=C(C=C4)Br)F)OC. Drug 2: N.N.Cl[Pt+2]Cl. Cell line: UACC-257. Synergy scores: CSS=-1.26, Synergy_ZIP=-0.284, Synergy_Bliss=-1.42, Synergy_Loewe=-5.68, Synergy_HSA=-4.44. (3) Drug 1: CC(CN1CC(=O)NC(=O)C1)N2CC(=O)NC(=O)C2. Drug 2: C(CC(=O)O)C(=O)CN.Cl. Cell line: KM12. Synergy scores: CSS=40.3, Synergy_ZIP=11.4, Synergy_Bliss=13.2, Synergy_Loewe=11.9, Synergy_HSA=17.1. (4) Drug 1: CN(C)N=NC1=C(NC=N1)C(=O)N. Drug 2: C1=CC(=CC=C1CC(C(=O)O)N)N(CCCl)CCCl.Cl. Cell line: SK-MEL-2. Synergy scores: CSS=5.56, Synergy_ZIP=1.55, Synergy_Bliss=11.3, Synergy_Loewe=7.21, Synergy_HSA=6.92. (5) Drug 1: CC1=C2C(C(=O)C3(C(CC4C(C3C(C(C2(C)C)(CC1OC(=O)C(C(C5=CC=CC=C5)NC(=O)C6=CC=CC=C6)O)O)OC(=O)C7=CC=CC=C7)(CO4)OC(=O)C)O)C)OC(=O)C. Drug 2: CC1=C(C(=CC=C1)Cl)NC(=O)C2=CN=C(S2)NC3=CC(=NC(=N3)C)N4CCN(CC4)CCO. Cell line: SNB-75. Synergy scores: CSS=13.8, Synergy_ZIP=-1.67, Synergy_Bliss=3.32, Synergy_Loewe=3.42, Synergy_HSA=4.62. (6) Synergy scores: CSS=-0.531, Synergy_ZIP=0.375, Synergy_Bliss=-1.23, Synergy_Loewe=-6.10, Synergy_HSA=-4.94. Cell line: SK-MEL-2. Drug 2: COCCOC1=C(C=C2C(=C1)C(=NC=N2)NC3=CC=CC(=C3)C#C)OCCOC.Cl. Drug 1: C1=CC(=CC=C1CC(C(=O)O)N)N(CCCl)CCCl.Cl. (7) Drug 1: CCCS(=O)(=O)NC1=C(C(=C(C=C1)F)C(=O)C2=CNC3=C2C=C(C=N3)C4=CC=C(C=C4)Cl)F. Cell line: SK-MEL-5. Drug 2: B(C(CC(C)C)NC(=O)C(CC1=CC=CC=C1)NC(=O)C2=NC=CN=C2)(O)O. Synergy scores: CSS=14.5, Synergy_ZIP=-4.02, Synergy_Bliss=-2.45, Synergy_Loewe=-5.92, Synergy_HSA=-5.47.